Task: Predict the reaction yield, written as a fraction of the theoretical maximum amount of product (1.0 means a 100% yield; for example, 0.34 means a 34% yield).. Dataset: Reaction yield outcomes from USPTO patents with 853,638 reactions (1) The reactants are ClC1C=CC=C(C(OO)=[O:9])C=1.[CH3:12][C:13]1[C:21]2[C:16](=[N:17][CH:18]=[CH:19][CH:20]=2)[S:15][N:14]=1.[OH-].[Na+]. The catalyst is C(O)(=O)C.ClCCl.O. The product is [CH3:12][C:13]1[C:21]2[C:16](=[N:17][CH:18]=[CH:19][CH:20]=2)[S:15][N+:14]=1[O-:9]. The yield is 0.620. (2) The reactants are [N:1]1([CH2:7][CH2:8][OH:9])[CH2:6][CH2:5][NH:4][CH2:3][CH2:2]1.[C:10](OC(=O)C)(=[O:12])[CH3:11]. The catalyst is C(Cl)Cl. The product is [OH:9][CH2:8][CH2:7][N:1]1[CH2:6][CH2:5][N:4]([C:10](=[O:12])[CH3:11])[CH2:3][CH2:2]1. The yield is 0.650. (3) The reactants are [O:1]1[CH:5]=[CH:4][CH:3]=[C:2]1[C:6]1[N:11]=[C:10]([NH2:12])[CH:9]=[C:8]([N:13]2[CH:17]=[CH:16][CH:15]=[N:14]2)[N:7]=1.C([Li])CCC.[C:23]1([C@H:29]2[CH2:31][C@@H:30]2[N:32]=[C:33]=[O:34])[CH:28]=[CH:27][CH:26]=[CH:25][CH:24]=1.O. The catalyst is O1CCCC1.C(OCC)(=O)C. The product is [O:1]1[CH:5]=[CH:4][CH:3]=[C:2]1[C:6]1[N:11]=[C:10]([NH:12][C:33]([NH:32][C@H:30]2[CH2:31][C@@H:29]2[C:23]2[CH:28]=[CH:27][CH:26]=[CH:25][CH:24]=2)=[O:34])[CH:9]=[C:8]([N:13]2[CH:17]=[CH:16][CH:15]=[N:14]2)[N:7]=1. The yield is 0.400. (4) The reactants are C([O:8][CH2:9][C@H:10]([CH3:28])[O:11][C:12]1[CH:13]=[C:14]([N:18]2[C:22]([NH2:23])=[CH:21][C:20]([C:24]([CH3:27])([CH3:26])[CH3:25])=[N:19]2)[CH:15]=[CH:16][CH:17]=1)C1C=CC=CC=1.N#N.C([O-])=O.[NH4+]. The catalyst is C(O)C.[Pd]. The product is [NH2:23][C:22]1[N:18]([C:14]2[CH:13]=[C:12]([CH:17]=[CH:16][CH:15]=2)[O:11][C@@H:10]([CH3:28])[CH2:9][OH:8])[N:19]=[C:20]([C:24]([CH3:25])([CH3:27])[CH3:26])[CH:21]=1. The yield is 0.830. (5) The reactants are [Br:1][C:2]1[CH:7]=[CH:6][C:5]([O:8][CH3:9])=[CH:4][C:3]=1[CH2:10]Br.[OH-:12].[K+]. The catalyst is O. The product is [Br:1][C:2]1[CH:7]=[CH:6][C:5]([O:8][CH3:9])=[CH:4][C:3]=1[CH2:10][CH:4]([CH3:3])[C:5]([OH:8])=[O:12]. The yield is 0.840. (6) The reactants are Cl.[NH2:2][CH2:3][C:4]1[CH:5]=[C:6]2[C:10](=[CH:11][CH:12]=1)[C:9](=[O:13])[N:8]([CH:14]1[CH2:19][CH2:18][C:17](=[O:20])[NH:16][C:15]1=[O:21])[C:7]2=[O:22].[C:23]([CH2:27][C:28](Cl)=[O:29])([CH3:26])([CH3:25])[CH3:24].CCN(C(C)C)C(C)C. The catalyst is C(Cl)Cl. The product is [O:21]=[C:15]1[CH:14]([N:8]2[C:7](=[O:22])[C:6]3[C:10](=[CH:11][CH:12]=[C:4]([CH2:3][NH:2][C:28](=[O:29])[CH2:27][C:23]([CH3:26])([CH3:25])[CH3:24])[CH:5]=3)[C:9]2=[O:13])[CH2:19][CH2:18][C:17](=[O:20])[NH:16]1. The yield is 0.340. (7) The reactants are [C:1]([O:4][C:5]1[CH:13]=[C:12]2[C:8]([C@@H:9]([CH2:21][Cl:22])[CH2:10][N:11]2C(OC(C)(C)C)=O)=[C:7]2[S:23][C:24]([CH3:26])=[CH:25][C:6]=12)(=[O:3])[CH3:2]. The catalyst is Cl.O1CCOCC1. The product is [C:1]([O:4][C:5]1[CH:13]=[C:12]2[C:8]([C@@H:9]([CH2:21][Cl:22])[CH2:10][NH:11]2)=[C:7]2[S:23][C:24]([CH3:26])=[CH:25][C:6]=12)(=[O:3])[CH3:2]. The yield is 1.00. (8) The catalyst is C(O)C. The reactants are [C:1]([O:9][CH2:10][C@@H:11]1[C:15]([O:17][C:18](=[O:20])[CH3:19])([CH3:16])[C@:14]([F:22])([CH3:21])[CH:13]([N:23]2[CH:31]=[N:30][C:29]3[C:24]2=[N:25][CH:26]=[N:27][C:28]=3Cl)[O:12]1)(=[O:8])[C:2]1[CH:7]=[CH:6][CH:5]=[CH:4][CH:3]=1.[NH:33]1[CH2:38][CH2:37][O:36][CH2:35][CH2:34]1.O. The product is [C:1]([O:9][CH2:10][C@@H:11]1[C:15]([O:17][C:18](=[O:20])[CH3:19])([CH3:16])[C@:14]([F:22])([CH3:21])[CH:13]([N:23]2[CH:31]=[N:30][C:29]3[C:24]2=[N:25][CH:26]=[N:27][C:28]=3[N:33]2[CH2:38][CH2:37][O:36][CH2:35][CH2:34]2)[O:12]1)(=[O:8])[C:2]1[CH:7]=[CH:6][CH:5]=[CH:4][CH:3]=1. The yield is 0.300. (9) The catalyst is CC(O)(C)C.CCOC(C)=O. The product is [C:17]([N:11]1[C:12]2[C:17](=[CH:16][CH:15]=[CH:14][CH:13]=2)[C:9]([N+:6]([O-:8])=[O:7])=[N:10]1)([CH3:12])([CH3:9])[CH3:16]. The reactants are OS(O)(=O)=O.[N+:6]([C:9]1[C:17]2[C:12](=[CH:13][CH:14]=[CH:15][CH:16]=2)[NH:11][N:10]=1)([O-:8])=[O:7]. The yield is 0.760.